From a dataset of Catalyst prediction with 721,799 reactions and 888 catalyst types from USPTO. Predict which catalyst facilitates the given reaction. (1) Reactant: [N+:1]([C:4]1[CH:5]=[CH:6][CH:7]=[C:8]2[C:12]=1[NH:11][C:10]([C:13]([O:15]C)=[O:14])=[CH:9]2)([O-:3])=[O:2].[OH-].[Na+].Cl. Product: [N+:1]([C:4]1[CH:5]=[CH:6][CH:7]=[C:8]2[C:12]=1[NH:11][C:10]([C:13]([OH:15])=[O:14])=[CH:9]2)([O-:3])=[O:2]. The catalyst class is: 30. (2) Reactant: [F:1][C:2]1[CH:7]=[CH:6][C:5]([C:8]2[C:12]([CH2:13][O:14][C:15]3[CH:23]=[CH:22][C:18]([C:19]([OH:21])=O)=[CH:17][N:16]=3)=[C:11]([CH3:24])[O:10][N:9]=2)=[CH:4][CH:3]=1.F[B-](F)(F)F.N1(OC(N(C)C)=[N+](C)C)C2C=CC=CC=2N=N1.C(N(CC)C(C)C)(C)C.[F:56][C:57]([F:61])([F:60])[CH2:58][NH2:59]. Product: [F:1][C:2]1[CH:3]=[CH:4][C:5]([C:8]2[C:12]([CH2:13][O:14][C:15]3[CH:23]=[CH:22][C:18]([C:19]([NH:59][CH2:58][C:57]([F:61])([F:60])[F:56])=[O:21])=[CH:17][N:16]=3)=[C:11]([CH3:24])[O:10][N:9]=2)=[CH:6][CH:7]=1. The catalyst class is: 3. (3) Reactant: [C:1]([O:5][C:6]([C@@:8]1([CH2:22][CH2:23][CH2:24][OH:25])[CH2:12][C:11](=[O:13])[N:10]([C@@H:14]([C:16]2[CH:21]=[CH:20][CH:19]=[CH:18][CH:17]=2)[CH3:15])[CH2:9]1)=[O:7])([CH3:4])([CH3:3])[CH3:2].N1C=CN=C1.[Si:31](Cl)([C:34]([CH3:37])([CH3:36])[CH3:35])([CH3:33])[CH3:32]. Product: [C:1]([O:5][C:6]([C@@:8]1([CH2:22][CH2:23][CH2:24][O:25][Si:31]([C:34]([CH3:37])([CH3:36])[CH3:35])([CH3:33])[CH3:32])[CH2:12][C:11](=[O:13])[N:10]([C@@H:14]([C:16]2[CH:21]=[CH:20][CH:19]=[CH:18][CH:17]=2)[CH3:15])[CH2:9]1)=[O:7])([CH3:4])([CH3:3])[CH3:2]. The catalyst class is: 9. (4) Reactant: Cl[C:2]1[N:7]=[CH:6][N:5]=[C:4]2[N:8]([CH3:13])[N:9]=[C:10]([CH3:12])[CH2:11][C:3]=12.[C:14]1(B(O)O)[CH:19]=[CH:18][CH:17]=[CH:16][CH:15]=1.C(=O)([O-])[O-].[K+].[K+]. Product: [CH3:13][N:8]1[C:4]2=[N:5][CH:6]=[N:7][C:2]([C:14]3[CH:19]=[CH:18][CH:17]=[CH:16][CH:15]=3)=[C:3]2[CH2:11][C:10]([CH3:12])=[N:9]1. The catalyst class is: 93.